From a dataset of Experimentally validated miRNA-target interactions with 360,000+ pairs, plus equal number of negative samples. Binary Classification. Given a miRNA mature sequence and a target amino acid sequence, predict their likelihood of interaction. (1) The miRNA is hsa-miR-297 with sequence AUGUAUGUGUGCAUGUGCAUG. The protein sequence of the target gene is MGIVEPGCGDMLTGTEPMPSDEGRGPGADQQHRFFYPEPGAQDPTDRRAGSSLGTPYSGGALVPAAPGRFLGSFAYPPRAQVAGFPGPGEFFPPPAGAEGYPPVDGYPAPDPRAGLYPGPREDYALPAGLEVSGKLRVALSNHLLWSKFNQHQTEMIITKQGRRMFPFLSFTVAGLEPTSHYRMFVDVVLVDQHHWRYQSGKWVQCGKAEGSMPGNRLYVHPDSPNTGAHWMRQEVSFGKLKLTNNKGASNNVTQMIVLQSLHKYQPRLHIVEVNDGEPEAACSASNTHVFTFQETQFIA.... Result: 0 (no interaction). (2) The miRNA is rno-miR-200c-3p with sequence UAAUACUGCCGGGUAAUGAUG. The protein sequence of the target gene is MSLSPCRAQRGFSARSACSARSRGRSRGGFSSRGGFSSRSLNSFGGCLEGSRGSTWGSGGRLGVRFGEWSGGPGLSLCPPGGIQEVTINQNLLTPLKIEIDPQFQVVRTQETQEIRTLNNQFASFIDKVRFLEQQNKVLETKWHLLQQQGLSGSQQGLEPVFEACLDQLRKQLEQLQGERGALDAELKACRDQEEEYKSKYEEEAHRRATLENDFVVLKKDVDGVFLSKMELEGKLEALREYLYFLKHLNEEELGQLQTQASDTSVVLSMDNNRYLDFSSIITEVRARYEEIARSSKAEA.... Result: 0 (no interaction). (3) The miRNA is hsa-miR-4251 with sequence CCUGAGAAAAGGGCCAA. The protein sequence of the target gene is MIAELVSSALGLALYLNTLSADFCYDDSRAIKTNQDLLPETPWTHIFYNDFWGTLLTHSGSHKSYRPLCTLSFRLNHAIGGLNPWSYHLVNVLLHAAVTGLFTSFSKILLGDGYWTFMAGLMFASHPIHTEAVAGIVGRADVGASLFFLLSLLCYIKHCSTRGYSARTWGWFLGSGLCAGCSMLWKEQGVTVLAVSAVYDVFVFHRLKIKQILPTIYKRKNLSLFLSISLLIFWGSSLLGARLYWMGNKPPSFSNSDNPAADSDSLLTRTLTFFYLPTKNLWLLLCPDTLSFDWSMDAVP.... Result: 1 (interaction). (4) The miRNA is mmu-miR-7b-5p with sequence UGGAAGACUUGUGAUUUUGUUGUU. The protein sequence of the target gene is MELITILEKTVSPDRLELEAAQKFLERAAVENLPTFLVELSRVLANPGNSQVARVAAGLQIKNSLTSKDPDIKAQYQQRWLAIDANARREVKNYVLQTLGTETYRPSSASQCVAGIACAEIPVNQWPELIPQLVANVTNPNSTEHMKESTLEAIGYICQDIDPEQLQDKSNEILTAIIQGMRKEEPSNNVKLAATNALLNSLEFTKANFDKESERHFIMQVVCEATQCPDTRVRVAALQNLVKIMSLYYQYMETYMGPALFAITIEAMKSDIDEVALQGIEFWSNVCDEEMDLAIEASEA.... Result: 0 (no interaction). (5) The miRNA is hsa-miR-4524b-5p with sequence AUAGCAGCAUAAGCCUGUCUC. The protein sequence of the target gene is MAAPSLLNWRRVSSFTGPVPRARHGHRAVAIRELMIIFGGGNEGIADELHVYNTATNQWFLPAVRGDIPPGCAAHGFVCDGTRILVFGGMVEYGRYSNELYELQASRWLWKKVKPHPPPSGLPPCPRLGHSFSLYGNKCYLFGGLANESEDSNNNVPRYLNDFYELELQHGSGVVGWSIPVTKGVVPSPRESHTAVIYCKKDSGSPKMYVFGGMCGARLDDLWQLDLETMSWSKPETKGTVPLPRSLHTASVIGNKMYIFGGWVPHKGENTETSPHDCEWRCTSSFSYLNLDTTEWTTLV.... Result: 1 (interaction). (6) The miRNA is hsa-miR-20b-5p with sequence CAAAGUGCUCAUAGUGCAGGUAG. The protein sequence of the target gene is MDQFGDILEGEVDHSFFDSDFEEGKKCETNSVFDKQNDDPKERIDKDTKNVNSNTGMQTTENYLTEKGNERNVKFPPEHPVENDVTQTVSSFSLPASSRSKKLCDVTTGLKIHVSIPNRIPKIVKEGEDDYYTDGEESSDDGKKYHVKSKSAKPSTNVKKSIRKKYCKVSSSSSSSLSSSSSGSGTDCLDAGSDSHLSDSSPSSKSSKKHVSGITLLSPKHKYKSGIKSTETQPSSTTPKCGHYPEESEDTVTDVSPLSTPDISPLQSFELGIANDQKVKIKKQENVSQEIYEDVEDLKN.... Result: 0 (no interaction). (7) The miRNA is hsa-miR-5692a with sequence CAAAUAAUACCACAGUGGGUGU. The protein sequence of the target gene is MELSDANLQTLTEYLKKTLDPDPAIRRPAEKFLESVEGNQNYPLLLLTLLEKSQDNVIKVCASVTFKNYIKRNWRIVEDEPNKICEADRVAIKANIVHLMLSSPEQIQKQLSDAISIIGREDFPQKWPDLLTEMVNRFQSGDFHVINGVLRTAHSLFKRYRHEFKSNELWTEIKLVLDAFALPLTNLFKATIELCSTHANDASALRILFSSLILISKLFYSLNFQDLPEFFEDNMETWMNNFHTLLTLDNKLLQTDDEEEAGLLELLKSQICDNAALYAQKYDEEFQRYLPRFVTAIWNL.... Result: 1 (interaction). (8) The miRNA is mmu-miR-455-5p with sequence UAUGUGCCUUUGGACUACAUCG. The protein sequence of the target gene is MLKLIVPTIMLLPLTWLSKKHMIWINTTTHSLIISIIPLLFFNQINNNLFSCSPTFSSDPLTTPLLMLTTWLLPLTIMASQRHLSSEPLSRKKLYLSMLISLQISLIMTFTATELIMFYIFFETTLIPTLAIITRWGNQPERLNAGTYFLFYTLVGSLPLLIALIYTHNTLGSLNILLLTLTAQELSNSWANNLMWLAYTMAFMVKMPLYGLHLWLPKAHVEAPIAGSMVLAAVLLKLGGYGMMRLTLILNPLTKHMAYPFLVLSLWGMIMTSSICLRQTDLKSLIAYSSISHMALVVTA.... Result: 0 (no interaction). (9) The miRNA is hsa-miR-4470 with sequence UGGCAAACGUGGAAGCCGAGA. The protein sequence of the target gene is MLGMYVPDRFSLKSSRVQDGMGLYTARRVRKGEKFGPFAGEKRMPEDLDENMDYRLMWEVRGSKGEVLYILDATNPRHSNWLRFVHEAPSQEQKNLAAIQEGENIFYLAVEDIETDTELLIGYLDSDMEAEEEEQQIMTVIKEGEVENSRRQSTAGRKDRLGCKEDYACPQCESSFTSEDILAEHLQTLHQKPTEEKEFKCKNCGKKFPVKQALQRHVLQCTAKSSLKESSRSFQCSVCNSSFSSASSFEQHQETCRGDARFVCKADSCGKRLKSKDALKRHQENVHTGDPKKKLICSVC.... Result: 0 (no interaction).